From a dataset of Catalyst prediction with 721,799 reactions and 888 catalyst types from USPTO. Predict which catalyst facilitates the given reaction. (1) Reactant: [C:1]([C:3]1[CH:8]=[CH:7][C:6](B(O)O)=[CH:5][CH:4]=1)#[N:2].[C:12]([O:16][C:17](=[O:26])[NH:18][C:19]1[CH:24]=[CH:23][CH:22]=[C:21](Br)[N:20]=1)([CH3:15])([CH3:14])[CH3:13].C([O-])([O-])=O.[K+].[K+]. Product: [C:12]([O:16][C:17](=[O:26])[NH:18][C:19]1[CH:24]=[CH:23][CH:22]=[C:21]([C:6]2[CH:7]=[CH:8][C:3]([C:1]#[N:2])=[CH:4][CH:5]=2)[N:20]=1)([CH3:15])([CH3:14])[CH3:13]. The catalyst class is: 339. (2) Reactant: C(S)[C@@H](O)[C@H](O)CS.CC(O)=O.C(O)C(N)(CO)CO.[CH3:21][CH2:22][CH2:23][CH2:24][CH2:25][CH2:26][CH2:27][CH2:28][CH2:29][CH2:30][CH2:31][CH2:32][O:33][S:34]([O-:37])(=[O:36])=[O:35].[Na+:38]. Product: [CH3:21][CH2:22][CH2:23][CH2:24][CH2:25][CH2:26][CH2:27][CH2:28][CH2:29][CH2:30][CH2:31][CH2:32][O:33][S:34]([O-:37])(=[O:36])=[O:35].[Na+:38]. The catalyst class is: 6. (3) Reactant: [OH:1][CH2:2][CH2:3][CH2:4][NH:5][C:6](=[O:15])[O:7][CH2:8][C:9]1[CH:14]=[CH:13][CH:12]=[CH:11][CH:10]=1.N1C=CN=C1.[CH3:21][C:22]([Si:25](Cl)([CH3:27])[CH3:26])([CH3:24])[CH3:23]. Product: [Si:25]([O:1][CH2:2][CH2:3][CH2:4][NH:5][C:6](=[O:15])[O:7][CH2:8][C:9]1[CH:14]=[CH:13][CH:12]=[CH:11][CH:10]=1)([C:22]([CH3:24])([CH3:23])[CH3:21])([CH3:27])[CH3:26]. The catalyst class is: 3. (4) Reactant: [SH:1][C:2]1[CH:3]=[C:4]([O:15][CH3:16])[C:5](=[CH:10][C:11]=1[N+:12]([O-:14])=[O:13])[C:6]([O:8][CH3:9])=[O:7].C(=O)([O-])[O-].[K+].[K+].[Cl:23][C:24]1[C:29](Cl)=[N:28][CH:27]=[CH:26][N:25]=1.C(OCC)(=O)C. Product: [CH3:16][O:15][C:4]1[CH:3]=[C:2]([S:1][C:29]2[C:24]([Cl:23])=[N:25][CH:26]=[CH:27][N:28]=2)[C:11]([N+:12]([O-:14])=[O:13])=[CH:10][C:5]=1[C:6]([O:8][CH3:9])=[O:7]. The catalyst class is: 9. (5) Reactant: [CH2:1]([O:3][C:4]([C:6]1[NH:7][C:8]2[C:13]([CH:14]=1)=[CH:12][C:11]([SH:15])=[C:10]([C:16]([CH3:19])([CH3:18])[CH3:17])[CH:9]=2)=[O:5])[CH3:2].[S:20](Br)([C:23]1[CH:29]=[CH:28][C:26]([CH3:27])=[CH:25][CH:24]=1)(=[O:22])=[O:21].C(Cl)(Cl)(Cl)Cl. Product: [CH2:1]([O:3][C:4]([C:6]1[NH:7][C:8]2[C:13]([CH:14]=1)=[CH:12][C:11]([S:15][S:20]([C:23]1[CH:29]=[CH:28][C:26]([CH3:27])=[CH:25][CH:24]=1)(=[O:22])=[O:21])=[C:10]([C:16]([CH3:18])([CH3:17])[CH3:19])[CH:9]=2)=[O:5])[CH3:2]. The catalyst class is: 25. (6) Reactant: C([O:8][C:9]1[C:13]([CH2:14][NH:15][C:16](=[O:22])[O:17][C:18]([CH3:21])([CH3:20])[CH3:19])=[C:12]([O:23][CH3:24])[N:11]([CH3:25])[N:10]=1)C1C=CC=CC=1. Product: [CH3:24][O:23][C:12]1[N:11]([CH3:25])[NH:10][C:9](=[O:8])[C:13]=1[CH2:14][NH:15][C:16](=[O:22])[O:17][C:18]([CH3:20])([CH3:19])[CH3:21]. The catalyst class is: 19. (7) Reactant: [N:1]1(C(OC(C)(C)C)=O)[CH2:6][CH2:5][NH:4][CH2:3][CH2:2]1.CCN(C(C)C)C(C)C.[F:23][C:24]([F:37])([F:36])[O:25][C:26]1[CH:31]=[CH:30][C:29]([S:32](Cl)(=[O:34])=[O:33])=[CH:28][CH:27]=1. Product: [F:37][C:24]([F:23])([F:36])[O:25][C:26]1[CH:31]=[CH:30][C:29]([S:32]([N:1]2[CH2:2][CH2:3][NH:4][CH2:5][CH2:6]2)(=[O:34])=[O:33])=[CH:28][CH:27]=1. The catalyst class is: 2.